Dataset: Full USPTO retrosynthesis dataset with 1.9M reactions from patents (1976-2016). Task: Predict the reactants needed to synthesize the given product. (1) Given the product [Br:18][C:19]1[CH:24]=[CH:23][C:22]([NH:25][C:2]2[CH:7]=[C:6]([C:8]3[CH:13]=[C:12]([Cl:14])[CH:11]=[C:10]([Cl:15])[C:9]=3[Cl:16])[N:5]=[C:4]([NH2:17])[N:3]=2)=[CH:21][CH:20]=1, predict the reactants needed to synthesize it. The reactants are: Cl[C:2]1[CH:7]=[C:6]([C:8]2[CH:13]=[C:12]([Cl:14])[CH:11]=[C:10]([Cl:15])[C:9]=2[Cl:16])[N:5]=[C:4]([NH2:17])[N:3]=1.[Br:18][C:19]1[CH:24]=[CH:23][C:22]([NH2:25])=[CH:21][CH:20]=1. (2) Given the product [ClH:38].[F:1][C:2]1[CH:7]=[CH:6][CH:5]=[CH:4][C:3]=1[C:8]1[N:9]=[C:10]([CH2:22][NH:23][CH3:24])[S:11][C:12]=1[S:13]([C:16]1[CH:17]=[CH:18][CH:19]=[CH:20][CH:21]=1)(=[O:15])=[O:14], predict the reactants needed to synthesize it. The reactants are: [F:1][C:2]1[CH:7]=[CH:6][CH:5]=[CH:4][C:3]=1[C:8]1[N:9]=[C:10]([CH2:22][N:23](C)[C:24](=O)OC(C)(C)C)[S:11][C:12]=1[S:13]([C:16]1[CH:21]=[CH:20][CH:19]=[CH:18][CH:17]=1)(=[O:15])=[O:14].C(OCC)(=O)C.[ClH:38]. (3) The reactants are: [C:1](Cl)(=[O:4])[CH:2]=[CH2:3].[C:6]([O:10][C:11](=[O:24])[NH:12][C@@H:13]1[CH2:18][CH2:17][CH2:16][CH2:15][C@H:14]1[NH:19][CH2:20][CH2:21][CH:22]=[CH2:23])([CH3:9])([CH3:8])[CH3:7].C(N(CC)CC)C. Given the product [C:6]([O:10][C:11](=[O:24])[NH:12][C@@H:13]1[CH2:18][CH2:17][CH2:16][CH2:15][C@H:14]1[N:19]([C:1](=[O:4])[CH:2]=[CH2:3])[CH2:20][CH2:21][CH:22]=[CH2:23])([CH3:9])([CH3:8])[CH3:7], predict the reactants needed to synthesize it. (4) Given the product [CH2:38]1[C:37]2[C:41](=[CH:42][C:43]([C:18]3[CH:19]=[C:20]4[C:15](=[C:16]([C:30]([NH2:32])=[O:31])[CH:17]=3)[NH:14][CH:13]=[C:12]4[CH:9]3[CH2:10][CH2:11][N:6]([S:3]([CH2:1][CH3:2])(=[O:4])=[O:5])[CH2:7][CH2:8]3)=[CH:35][CH:36]=2)[CH2:40][NH:39]1, predict the reactants needed to synthesize it. The reactants are: [CH2:1]([S:3]([N:6]1[CH2:11][CH2:10][CH:9]([C:12]2[C:20]3[C:15](=[C:16]([C:30]([NH2:32])=[O:31])[CH:17]=[C:18](B4OC(C)(C)C(C)(C)O4)[CH:19]=3)[NH:14][CH:13]=2)[CH2:8][CH2:7]1)(=[O:5])=[O:4])[CH3:2].Cl.Br[C:35]1[CH:36]=[C:37]2[C:41](=[CH:42][CH:43]=1)[CH2:40][NH:39][CH2:38]2.C(=O)([O-])[O-].[Cs+].[Cs+]. (5) The reactants are: [F:1][C:2]1[CH:3]=[C:4]2[C:8](=[CH:9][CH:10]=1)[NH:7][CH:6]=[CH:5]2.[Cl:11][C:12]1[CH:17]=[CH:16][C:15]([S:18](Cl)(=[O:20])=[O:19])=[CH:14][CH:13]=1.[OH-].[Na+].C1(C)C=CC=CC=1. Given the product [Cl:11][C:12]1[CH:17]=[CH:16][C:15]([S:18]([N:7]2[C:8]3[C:4](=[CH:3][C:2]([F:1])=[CH:10][CH:9]=3)[CH:5]=[CH:6]2)(=[O:20])=[O:19])=[CH:14][CH:13]=1, predict the reactants needed to synthesize it.